Dataset: Full USPTO retrosynthesis dataset with 1.9M reactions from patents (1976-2016). Task: Predict the reactants needed to synthesize the given product. (1) Given the product [C:62]([O:15][C:16]([NH:18][CH2:19][C:20]1[N:21]([CH2:48][CH:49]([CH3:50])[CH3:51])[C:22](=[O:47])[C:23]2[C:28]([C:29]=1[C:30]1[CH:31]=[CH:32][CH:33]=[CH:34][CH:35]=1)=[CH:27][C:26]([C:36]1[S:37][C:38]([C:42]([O:44][CH2:45][CH3:46])=[O:43])=[C:39]([CH3:41])[N:40]=1)=[CH:25][CH:24]=2)=[O:17])([CH3:65])([CH3:64])[CH3:63], predict the reactants needed to synthesize it. The reactants are: C1C2C(C[O:15][C:16]([NH:18][CH2:19][C:20]3[N:21]([CH2:48][CH:49]([CH3:51])[CH3:50])[C:22](=[O:47])[C:23]4[C:28]([C:29]=3[C:30]3[CH:35]=[CH:34][CH:33]=[CH:32][CH:31]=3)=[CH:27][C:26]([C:36]3[S:37][C:38]([C:42]([O:44][CH2:45][CH3:46])=[O:43])=[C:39]([CH3:41])[N:40]=3)=[CH:25][CH:24]=4)=[O:17])C3C(=CC=CC=3)C=2C=CC=1.N1C=CC=CC=1.O.C(OC(O[C:62]([CH3:65])([CH3:64])[CH3:63])=O)(O[C:62]([CH3:65])([CH3:64])[CH3:63])=O. (2) Given the product [CH3:13][C:10]1[CH:11]=[C:12]2[C:7](=[CH:8][CH:9]=1)[NH:6][C:5](=[O:14])[CH:4]=[C:3]2[CH2:2][N:15]1[C:19]2[CH:20]=[CH:21][CH:22]=[CH:23][C:18]=2[N:17]=[C:16]1[C:24]1[S:28][CH:27]=[N:26][C:25]=1[CH3:29], predict the reactants needed to synthesize it. The reactants are: Br[CH2:2][C:3]1[C:12]2[C:7](=[CH:8][CH:9]=[C:10]([CH3:13])[CH:11]=2)[NH:6][C:5](=[O:14])[CH:4]=1.[NH:15]1[C:19]2[CH:20]=[CH:21][CH:22]=[CH:23][C:18]=2[N:17]=[C:16]1[C:24]1[S:28][CH:27]=[N:26][C:25]=1[CH3:29]. (3) Given the product [CH:15]1([N:7]2[CH2:8][C:9]([F:14])([F:13])[C:10](=[O:12])[NH:11][C:5]3[CH:4]=[N:3][C:2]([NH:21][C:22]4[CH:37]=[CH:36][C:25]([C:26]([NH:28][CH:29]5[CH2:30][CH2:31][N:32]([CH3:35])[CH2:33][CH2:34]5)=[O:27])=[CH:24][C:23]=4[O:38][CH3:39])=[N:20][C:6]2=3)[CH2:19][CH2:18][CH2:17][CH2:16]1, predict the reactants needed to synthesize it. The reactants are: Cl[C:2]1[N:3]=[CH:4][C:5]2[NH:11][C:10](=[O:12])[C:9]([F:14])([F:13])[CH2:8][N:7]([CH:15]3[CH2:19][CH2:18][CH2:17][CH2:16]3)[C:6]=2[N:20]=1.[NH2:21][C:22]1[CH:37]=[CH:36][C:25]([C:26]([NH:28][CH:29]2[CH2:34][CH2:33][N:32]([CH3:35])[CH2:31][CH2:30]2)=[O:27])=[CH:24][C:23]=1[O:38][CH3:39].O.C1(C)C=CC(S(O)(=O)=O)=CC=1.C(O)(C)C. (4) Given the product [C:1]([O:5][C:6]([NH:8][CH2:9][C@H:10]1[CH2:15][CH2:14][C@H:13]([C:16]([NH:18][C@H:19]([C:37](=[O:50])[NH:38][C:39]2[CH:44]=[CH:43][C:42]([C:45]3[N:46]=[N:47][NH:48][N:49]=3)=[CH:41][CH:40]=2)[CH2:20][C:21]2[CH:26]=[CH:25][C:24]([C:27]3[CH:32]=[CH:31][C:30]([C:33]([N:54]4[CH2:55][CH2:56][N:51]([C:57]([O:59][C:60]([CH3:63])([CH3:62])[CH3:61])=[O:58])[CH2:52][CH2:53]4)=[O:34])=[CH:29][C:28]=3[CH3:36])=[CH:23][CH:22]=2)=[O:17])[CH2:12][CH2:11]1)=[O:7])([CH3:4])([CH3:2])[CH3:3], predict the reactants needed to synthesize it. The reactants are: [C:1]([O:5][C:6]([NH:8][CH2:9][C@H:10]1[CH2:15][CH2:14][C@H:13]([C:16]([NH:18][C@H:19]([C:37](=[O:50])[NH:38][C:39]2[CH:44]=[CH:43][C:42]([C:45]3[N:46]=[N:47][NH:48][N:49]=3)=[CH:41][CH:40]=2)[CH2:20][C:21]2[CH:26]=[CH:25][C:24]([C:27]3[CH:32]=[CH:31][C:30]([C:33](O)=[O:34])=[CH:29][C:28]=3[CH3:36])=[CH:23][CH:22]=2)=[O:17])[CH2:12][CH2:11]1)=[O:7])([CH3:4])([CH3:3])[CH3:2].[N:51]1([C:57]([O:59][C:60]([CH3:63])([CH3:62])[CH3:61])=[O:58])[CH2:56][CH2:55][NH:54][CH2:53][CH2:52]1.F[P-](F)(F)(F)(F)F.CN(C(ON1C2=NC=CC=C2N=N1)=[N+](C)C)C.C(N(CC)C(C)C)(C)C. (5) Given the product [CH2:1]([C:3]1[CH:10]=[CH:9][C:6]([CH2:7][NH:8][C:25]([C:23]2[N:22]=[N:21][N:20]([CH2:19][CH2:18][NH:17][C:15](=[O:16])[C:14]3[CH:28]=[CH:29][C:30]([O:34][CH3:35])=[C:31]([O:32][CH3:33])[C:13]=3[O:12][CH3:11])[CH:24]=2)=[O:26])=[CH:5][CH:4]=1)[CH3:2], predict the reactants needed to synthesize it. The reactants are: [CH2:1]([C:3]1[CH:10]=[CH:9][C:6]([CH2:7][NH2:8])=[CH:5][CH:4]=1)[CH3:2].[CH3:11][O:12][C:13]1[C:31]([O:32][CH3:33])=[C:30]([O:34][CH3:35])[CH:29]=[CH:28][C:14]=1[C:15]([NH:17][CH2:18][CH2:19][N:20]1[CH:24]=[C:23]([C:25](O)=[O:26])[N:22]=[N:21]1)=[O:16]. (6) Given the product [NH2:18][C:4]1[N:3]=[C:2]([NH:19][C:20]2[CH:25]=[CH:24][C:23]([C:26](=[O:31])[C:27]([F:28])([F:29])[F:30])=[CH:22][CH:21]=2)[CH:7]=[C:6]([C:8]2[CH:13]=[C:12]([Br:14])[CH:11]=[CH:10][C:9]=2[O:15][CH2:16][CH3:17])[N:5]=1, predict the reactants needed to synthesize it. The reactants are: Cl[C:2]1[CH:7]=[C:6]([C:8]2[CH:13]=[C:12]([Br:14])[CH:11]=[CH:10][C:9]=2[O:15][CH2:16][CH3:17])[N:5]=[C:4]([NH2:18])[N:3]=1.[NH2:19][C:20]1[CH:25]=[CH:24][C:23]([C:26](=[O:31])[C:27]([F:30])([F:29])[F:28])=[CH:22][CH:21]=1. (7) The reactants are: C[O:2][C:3](=[O:43])[C:4]1[CH:9]=[C:8]([O:10][C:11]2[CH:16]=[CH:15][C:14]([NH:17][S:18]([C:21]3[CH:26]=[CH:25][C:24]([CH3:27])=[CH:23][CH:22]=3)(=[O:20])=[O:19])=[C:13]([O:28][CH2:29][CH2:30][CH3:31])[CH:12]=2)[CH:7]=[CH:6][C:5]=1[NH:32][S:33]([C:36]1[CH:41]=[CH:40][C:39]([CH3:42])=[CH:38][CH:37]=1)(=[O:35])=[O:34].[Li+].[OH-].O.Cl. Given the product [CH2:29]([O:28][C:13]1[CH:12]=[C:11]([CH:16]=[CH:15][C:14]=1[NH:17][S:18]([C:21]1[CH:26]=[CH:25][C:24]([CH3:27])=[CH:23][CH:22]=1)(=[O:19])=[O:20])[O:10][C:8]1[CH:7]=[CH:6][C:5]([NH:32][S:33]([C:36]2[CH:37]=[CH:38][C:39]([CH3:42])=[CH:40][CH:41]=2)(=[O:34])=[O:35])=[C:4]([CH:9]=1)[C:3]([OH:43])=[O:2])[CH2:30][CH3:31], predict the reactants needed to synthesize it. (8) Given the product [Cl:15][C:16]1[N:21]=[C:20]([NH:22][C:2]2[N:7]=[CH:6][C:5]3[N:8]=[C:9]([CH3:14])[N:10]([CH:11]([CH3:13])[CH3:12])[C:4]=3[CH:3]=2)[CH:19]=[CH:18][N:17]=1, predict the reactants needed to synthesize it. The reactants are: Br[C:2]1[N:7]=[CH:6][C:5]2[N:8]=[C:9]([CH3:14])[N:10]([CH:11]([CH3:13])[CH3:12])[C:4]=2[CH:3]=1.[Cl:15][C:16]1[N:21]=[C:20]([NH2:22])[CH:19]=[CH:18][N:17]=1.CC1(C)C2C(=C(P(C3C=CC=CC=3)C3C=CC=CC=3)C=CC=2)OC2C(P(C3C=CC=CC=3)C3C=CC=CC=3)=CC=CC1=2.C([O-])([O-])=O.[Cs+].[Cs+]. (9) Given the product [C:20]([C:17]1[CH:16]=[CH:15][C:14]([C:13]([NH:12][C:9]2[CH:10]=[CH:11][C:5]3[S:4][C:3]([CH2:2][NH:1][S:26]([CH3:25])(=[O:28])=[O:27])=[N:7][C:6]=3[CH:8]=2)=[O:24])=[CH:19][CH:18]=1)([CH3:21])([CH3:23])[CH3:22], predict the reactants needed to synthesize it. The reactants are: [NH2:1][CH2:2][C:3]1[S:4][C:5]2[CH:11]=[CH:10][C:9]([NH:12][C:13](=[O:24])[C:14]3[CH:19]=[CH:18][C:17]([C:20]([CH3:23])([CH3:22])[CH3:21])=[CH:16][CH:15]=3)=[CH:8][C:6]=2[N:7]=1.[CH3:25][S:26](Cl)(=[O:28])=[O:27].CCN(CC)CC.